From a dataset of Retrosynthesis with 50K atom-mapped reactions and 10 reaction types from USPTO. Predict the reactants needed to synthesize the given product. (1) Given the product CON(C)C(=O)Cc1cccc(Br)c1, predict the reactants needed to synthesize it. The reactants are: CNOC.O=C(O)Cc1cccc(Br)c1. (2) Given the product O=C(N[C@H]1CC[C@H](CCN2CCN(c3nccc4c3OCC4)CC2)CC1)c1ccc2ncccc2c1, predict the reactants needed to synthesize it. The reactants are: N[C@H]1CC[C@H](CCN2CCN(c3nccc4c3OCC4)CC2)CC1.O=C(O)c1ccc2ncccc2c1. (3) Given the product CON(C)C(=O)c1cc2c(Cl)cccc2n1-c1cccc(F)c1, predict the reactants needed to synthesize it. The reactants are: CON(C)C(=O)c1cc2c(Cl)cccc2[nH]1.OB(O)c1cccc(F)c1. (4) Given the product CCOC(=O)c1cnc(Cl)cc1Nc1ccccc1SC, predict the reactants needed to synthesize it. The reactants are: CCOC(=O)c1cnc(Cl)cc1Cl.CSc1ccccc1N. (5) Given the product CC(C)(C)OC(=O)Nc1nc(CCNc2ccc([N+](=O)[O-])cc2)cs1, predict the reactants needed to synthesize it. The reactants are: CC(C)(C)OC(=O)Nc1nc(CCN)cs1.O=[N+]([O-])c1ccc(F)cc1. (6) Given the product NCCCNC(=O)C1CCC1, predict the reactants needed to synthesize it. The reactants are: CC(C)(C)OC(=O)NCCCNC(=O)C1CCC1. (7) Given the product C[C@H](c1ccccc1)N1C[C@@](C=O)(C(=O)OC(C)(C)C)CC1=O, predict the reactants needed to synthesize it. The reactants are: C[C@H](c1ccccc1)N1C[C@@](CO)(C(=O)OC(C)(C)C)CC1=O. (8) Given the product CCc1[nH]c(C(=O)N[C@H]2CCN(c3ncc(C(=O)N(C)C)s3)C[C@H]2OC)nc1Cl, predict the reactants needed to synthesize it. The reactants are: CCc1[nH]c(C(=O)N[C@H]2CCN(c3ncc(C(=O)O)s3)C[C@H]2OC)nc1Cl.CNC. (9) The reactants are: CCN(CC)c1cc(Cl)nnc1CCl.Fc1cccc(-c2ncc[nH]2)n1. Given the product CCN(CC)c1cc(Cl)nnc1Cn1ccnc1-c1cccc(F)n1, predict the reactants needed to synthesize it.